This data is from Full USPTO retrosynthesis dataset with 1.9M reactions from patents (1976-2016). The task is: Predict the reactants needed to synthesize the given product. (1) Given the product [CH3:17][S:14]([N:11]1[CH2:12][CH2:13][CH:8]([C:5]2[CH:6]=[CH:7][C:2]([B:18]3[O:22][C:21]([CH3:24])([CH3:23])[C:20]([CH3:26])([CH3:25])[O:19]3)=[CH:3][CH:4]=2)[CH2:9][CH2:10]1)(=[O:16])=[O:15], predict the reactants needed to synthesize it. The reactants are: Br[C:2]1[CH:7]=[CH:6][C:5]([CH:8]2[CH2:13][CH2:12][N:11]([S:14]([CH3:17])(=[O:16])=[O:15])[CH2:10][CH2:9]2)=[CH:4][CH:3]=1.[B:18]1([B:18]2[O:22][C:21]([CH3:24])([CH3:23])[C:20]([CH3:26])([CH3:25])[O:19]2)[O:22][C:21]([CH3:24])([CH3:23])[C:20]([CH3:26])([CH3:25])[O:19]1.C([O-])(=O)C.[K+].N#N. (2) Given the product [Cl:12][C:13]1[CH:14]=[C:15]([CH:19]=[CH:20][C:21]=1[NH:22][C:23]1[N:28]=[C:27]([C:29]2[CH:34]=[CH:33][CH:32]=[CH:31][CH:30]=2)[CH:26]=[CH:25][N:24]=1)[C:16]([NH2:5])=[O:17], predict the reactants needed to synthesize it. The reactants are: C[Al](C)C.[NH3:5].O1CCOCC1.[Cl:12][C:13]1[CH:14]=[C:15]([CH:19]=[CH:20][C:21]=1[NH:22][C:23]1[N:28]=[C:27]([C:29]2[CH:34]=[CH:33][CH:32]=[CH:31][CH:30]=2)[CH:26]=[CH:25][N:24]=1)[C:16]([O-])=[O:17].